Dataset: Reaction yield outcomes from USPTO patents with 853,638 reactions. Task: Predict the reaction yield, written as a fraction of the theoretical maximum amount of product (1.0 means a 100% yield; for example, 0.34 means a 34% yield). (1) The reactants are Cl[C:2]1[N:7]=[C:6](Cl)[C:5]([F:9])=[CH:4][N:3]=1.[N+:10]([C:13]1[CH:14]=[C:15]([CH:17]=[CH:18][CH:19]=1)[NH2:16])([O-:12])=[O:11]. The catalyst is CO.O. The product is [N+:10]([C:13]1[CH:14]=[C:15]([NH:16][C:2]2[N:7]=[C:6]([NH:16][C:15]3[CH:17]=[CH:18][CH:19]=[C:13]([N+:10]([O-:12])=[O:11])[CH:14]=3)[C:5]([F:9])=[CH:4][N:3]=2)[CH:17]=[CH:18][CH:19]=1)([O-:12])=[O:11]. The yield is 0.760. (2) The reactants are Cl[C:2](Cl)([O:4]C(=O)OC(Cl)(Cl)Cl)Cl.[F:13][C:14]([F:22])([F:21])[CH:15]([OH:20])[C:16]([F:19])([F:18])[F:17].C(N(C(C)C)C(C)C)C.[F:32][C:33]1[CH:34]=[C:35]([N:47]2[CH2:52][CH2:51][O:50][CH2:49][CH2:48]2)[CH:36]=[CH:37][C:38]=1[CH2:39][N:40]1[CH2:45][CH2:44][NH:43][C@H:42]([CH3:46])[CH2:41]1. The catalyst is CN(C)C1C=CN=CC=1.O.ClCCl. The product is [F:32][C:33]1[CH:34]=[C:35]([N:47]2[CH2:52][CH2:51][O:50][CH2:49][CH2:48]2)[CH:36]=[CH:37][C:38]=1[CH2:39][N:40]1[CH2:45][CH2:44][N:43]([C:2]([O:20][CH:15]([C:16]([F:19])([F:18])[F:17])[C:14]([F:22])([F:21])[F:13])=[O:4])[C@H:42]([CH3:46])[CH2:41]1. The yield is 0.950.